This data is from Full USPTO retrosynthesis dataset with 1.9M reactions from patents (1976-2016). The task is: Predict the reactants needed to synthesize the given product. (1) Given the product [NH:8]1[CH2:9][CH2:10][CH2:11][CH2:12][C:13]2([C:21]3[C:16](=[CH:17][CH:18]=[CH:19][CH:20]=3)[NH:15][C:14]2=[O:49])[CH2:1]1, predict the reactants needed to synthesize it. The reactants are: [CH2:1]([NH:8][CH2:9][CH2:10][CH2:11][CH2:12][C:13]1[C:21]2[C:16](=[CH:17][CH:18]=[CH:19][CH:20]=2)[NH:15][CH:14]=1)C1C=CC=CC=1.[H-].[Al+3].[Li+].[H-].[H-].[H-].C(NC(=[O:49])CCCC1C2C(=CC=CC=2)NC=1)C1C=CC=CC=1.[OH-].[Na+]. (2) Given the product [CH2:1]([O:3][C:4](=[O:28])[CH:5]([C:16]1[N:17]([C:21]2[C:26]([F:27])=[CH:25][CH:24]=[CH:23][N:22]=2)[N:18]=[CH:19][CH:20]=1)[C:6]1[C:11]([CH2:12][CH2:13][CH3:14])=[C:10]([NH:29][NH2:30])[N:9]=[CH:8][N:7]=1)[CH3:2], predict the reactants needed to synthesize it. The reactants are: [CH2:1]([O:3][C:4](=[O:28])[CH:5]([C:16]1[N:17]([C:21]2[C:26]([F:27])=[CH:25][CH:24]=[CH:23][N:22]=2)[N:18]=[CH:19][CH:20]=1)[C:6]1[C:11]([CH2:12][CH2:13][CH3:14])=[C:10](I)[N:9]=[CH:8][N:7]=1)[CH3:2].[NH2:29][NH2:30]. (3) Given the product [CH3:27][S:24]([C:21]1[CH:20]=[CH:19][C:18]([N:9]2[C:10]([C:12]3[CH:17]=[CH:16][CH:15]=[CH:14][CH:13]=3)=[CH:11][C:7]([CH2:6][CH2:5][CH2:4][OH:3])=[N:8]2)=[CH:23][CH:22]=1)(=[O:25])=[O:26], predict the reactants needed to synthesize it. The reactants are: C([O:3][C:4](=O)[CH2:5][CH2:6][C:7]1[CH:11]=[C:10]([C:12]2[CH:17]=[CH:16][CH:15]=[CH:14][CH:13]=2)[N:9]([C:18]2[CH:23]=[CH:22][C:21]([S:24]([CH3:27])(=[O:26])=[O:25])=[CH:20][CH:19]=2)[N:8]=1)C.[H-].[H-].[H-].[H-].[Li+].[Al+3].O. (4) Given the product [OH:7][C@@H:8]1[C@@:13]2([CH2:33][OH:34])[O:14][C@@H:15]([C@@:16]3([N:24]4[CH:32]=[C:30]([CH3:31])[C:28](=[O:29])[NH:27][C:25]4=[O:26])[O:23][C@H:20]([CH2:21][OH:22])[C@@H:18]([OH:19])[CH2:17]3)[C@@H:9]1[CH2:10][N:11]([C:39]([O:41][C:42]([CH3:45])([CH3:44])[CH3:43])=[O:40])[CH2:12]2, predict the reactants needed to synthesize it. The reactants are: ClC1C=CC(C[O:7][C@@H:8]2[C@@:13]3([CH2:33][O:34]S(C)(=O)=O)[O:14][C@@H:15]([C@@:16]4([N:24]5[CH:32]=[C:30]([CH3:31])[C:28](=[O:29])[NH:27][C:25]5=[O:26])[O:23][C@H:20]([CH2:21][OH:22])[C@@H:18]([OH:19])[CH2:17]4)[C@@H:9]2[CH2:10][N:11]([C:39]([O:41][C:42]([CH3:45])([CH3:44])[CH3:43])=[O:40])[CH2:12]3)=CC=1.C([O-])(=O)C1C=CC=CC=1.[Na+].CN(C=O)C.CCOC(C)=O. (5) The reactants are: [F:1][C:2]([F:11])([F:10])[C:3]1[CH:8]=[CH:7][CH:6]=[CH:5][C:4]=1[OH:9].CC(C)([O-])C.[K+].C(=O)([O-])[O-].[Cs+].[Cs+].Cl[CH2:25][C:26]1[NH:35][C:34](=[O:36])[C:33]2[C:28](=[CH:29][C:30]([C:37]([O:39][CH3:40])=[O:38])=[CH:31][CH:32]=2)[N:27]=1. Given the product [O:36]=[C:34]1[C:33]2[C:28](=[CH:29][C:30]([C:37]([O:39][CH3:40])=[O:38])=[CH:31][CH:32]=2)[N:27]=[C:26]([CH2:25][O:9][C:4]2[CH:5]=[CH:6][CH:7]=[CH:8][C:3]=2[C:2]([F:10])([F:11])[F:1])[NH:35]1, predict the reactants needed to synthesize it. (6) Given the product [Br:1][C:2]1[C:3]([F:11])=[C:4]([CH:5]=[CH:6][CH:7]=1)[NH2:8], predict the reactants needed to synthesize it. The reactants are: [Br:1][C:2]1[CH:7]=[CH:6][CH:5]=[C:4]([N+:8]([O-])=O)[C:3]=1[F:11].ClC1C(B2OC(C)(C)C(C)(C)O2)=CC=CC=1N.